The task is: Predict the reactants needed to synthesize the given product.. This data is from Full USPTO retrosynthesis dataset with 1.9M reactions from patents (1976-2016). (1) Given the product [C:22]([C:20]1[CH:19]=[C:18]([C:26]2[CH:34]=[C:33]([CH:35]([CH3:37])[CH3:36])[CH:32]=[C:31]3[C:27]=2[CH2:28][C:29]([CH3:40])=[CH:30]3)[CH:17]=[C:16]([C:12]([CH3:15])([CH3:14])[CH3:13])[CH:21]=1)([CH3:23])([CH3:24])[CH3:25], predict the reactants needed to synthesize it. The reactants are: CC1C=CC(S(O)(=O)=O)=CC=1.[C:12]([C:16]1[CH:17]=[C:18]([C:26]2[CH:34]=[C:33]([CH:35]([CH3:37])[CH3:36])[CH:32]=[C:31]3[C:27]=2[CH2:28][CH:29]([CH3:40])[CH:30]3OC)[CH:19]=[C:20]([C:22]([CH3:25])([CH3:24])[CH3:23])[CH:21]=1)([CH3:15])([CH3:14])[CH3:13]. (2) The reactants are: C(N(CC)CC)C.I[C:9]1[CH:14]=[CH:13][C:12]([I:15])=[CH:11][CH:10]=1.[CH2:16]([O:23][C:24](=[O:30])[NH:25][CH2:26][CH2:27][C:28]#[CH:29])[C:17]1[CH:22]=[CH:21][CH:20]=[CH:19][CH:18]=1. Given the product [CH2:16]([O:23][C:24](=[O:30])[NH:25][CH2:26][CH2:27][C:28]#[C:29][C:9]1[CH:14]=[CH:13][C:12]([I:15])=[CH:11][CH:10]=1)[C:17]1[CH:22]=[CH:21][CH:20]=[CH:19][CH:18]=1, predict the reactants needed to synthesize it. (3) The reactants are: [CH3:1][O:2][C:3]1[CH:36]=[C:35]([O:37][CH3:38])[CH:34]=[CH:33][C:4]=1[CH2:5][N:6]1[C:14](=[O:15])[NH:13][C:12]2[C:7]1=[N:8][C:9]([C:16]1[C:24]3[C:19](=[N:20][CH:21]=[CH:22][CH:23]=3)[N:18]([CH2:25][C:26]3[CH:31]=[CH:30][CH:29]=[CH:28][C:27]=3[F:32])[N:17]=1)=[N:10][CH:11]=2.C(=O)([O-])[O-].[Cs+].[Cs+].Br[CH2:46][CH:47]1[CH2:49][CH2:48]1.O. Given the product [CH:47]1([CH2:46][N:13]2[C:12]3[C:7](=[N:8][C:9]([C:16]4[C:24]5[C:19](=[N:20][CH:21]=[CH:22][CH:23]=5)[N:18]([CH2:25][C:26]5[CH:31]=[CH:30][CH:29]=[CH:28][C:27]=5[F:32])[N:17]=4)=[N:10][CH:11]=3)[N:6]([CH2:5][C:4]3[CH:33]=[CH:34][C:35]([O:37][CH3:38])=[CH:36][C:3]=3[O:2][CH3:1])[C:14]2=[O:15])[CH2:49][CH2:48]1, predict the reactants needed to synthesize it. (4) Given the product [Cl:1][C:2]1[CH:7]=[CH:6][C:5]([C:8]2[N:9]([CH2:14][C@H:15]([OH:20])[C:16]([F:18])([F:19])[F:17])[C:10](=[O:13])[N:11]([CH2:28][C:29]3[S:30][C:31]([C:34]4[CH:39]=[CH:38][CH:37]=[CH:36][C:35]=4[C:40]([F:43])([F:41])[F:42])=[CH:32][N:33]=3)[N:12]=2)=[CH:4][CH:3]=1, predict the reactants needed to synthesize it. The reactants are: [Cl:1][C:2]1[CH:7]=[CH:6][C:5]([C:8]2[N:9]([CH2:14][C@H:15]([OH:20])[C:16]([F:19])([F:18])[F:17])[C:10](=[O:13])[NH:11][N:12]=2)=[CH:4][CH:3]=1.C(=O)([O-])[O-].[Cs+].[Cs+].Br[CH2:28][C:29]1[S:30][C:31]([C:34]2[CH:39]=[CH:38][CH:37]=[CH:36][C:35]=2[C:40]([F:43])([F:42])[F:41])=[CH:32][N:33]=1. (5) Given the product [F:42][C:43]([F:52])([F:53])[C:44]1[CH:45]=[C:46]([CH:49]=[CH:50][CH:51]=1)[CH2:47][NH:48][C:32]([C:31]1[CH:35]=[CH:36][N:37]=[C:29]([C:18]2[CH:19]=[C:20]([N:23]3[CH2:28][CH2:27][CH2:26][CH2:25][CH2:24]3)[CH:21]=[CH:22][C:17]=2[NH:16][C:14]([C:13]2[CH:12]=[C:11]([CH:40]=[CH:39][CH:38]=2)[CH2:10][S:9][CH2:8][CH2:7][C:6]([O:5][C:1]([CH3:4])([CH3:3])[CH3:2])=[O:41])=[O:15])[CH:30]=1)=[O:34], predict the reactants needed to synthesize it. The reactants are: [C:1]([O:5][C:6](=[O:41])[CH2:7][CH2:8][S:9][CH2:10][C:11]1[CH:12]=[C:13]([CH:38]=[CH:39][CH:40]=1)[C:14]([NH:16][C:17]1[CH:22]=[CH:21][C:20]([N:23]2[CH2:28][CH2:27][CH2:26][CH2:25][CH2:24]2)=[CH:19][C:18]=1[C:29]1[CH:30]=[C:31]([CH:35]=[CH:36][N:37]=1)[C:32]([OH:34])=O)=[O:15])([CH3:4])([CH3:3])[CH3:2].[F:42][C:43]([F:53])([F:52])[C:44]1[CH:45]=[C:46]([CH:49]=[CH:50][CH:51]=1)[CH2:47][NH2:48].CCN=C=NCCCN(C)C.Cl. (6) Given the product [C:1]1([C:7]([C:17]2[CH:22]=[CH:21][C:20]([CH:23]=[CH:24][C:25]([NH:39][S:36]([C:33]3[CH:32]=[CH:31][C:30]([C:29]([F:28])([F:40])[F:41])=[CH:35][CH:34]=3)(=[O:37])=[O:38])=[O:26])=[CH:19][CH:18]=2)=[C:8]([C:11]2[CH:16]=[CH:15][CH:14]=[CH:13][CH:12]=2)[CH2:9][CH3:10])[CH:2]=[CH:3][CH:4]=[CH:5][CH:6]=1, predict the reactants needed to synthesize it. The reactants are: [C:1]1(/[C:7](/[C:17]2[CH:22]=[CH:21][C:20]([CH:23]=[CH:24][C:25](O)=[O:26])=[CH:19][CH:18]=2)=[C:8](/[C:11]2[CH:16]=[CH:15][CH:14]=[CH:13][CH:12]=2)\[CH2:9][CH3:10])[CH:6]=[CH:5][CH:4]=[CH:3][CH:2]=1.[F:28][C:29]([F:41])([F:40])[C:30]1[CH:35]=[CH:34][C:33]([S:36]([NH2:39])(=[O:38])=[O:37])=[CH:32][CH:31]=1. (7) Given the product [C:1]([O:7][C:8]1[CH:13]=[CH:12][C:11]([C:14]2[CH:19]=[C:18]([O:20][CH3:21])[CH:17]=[CH:16][C:15]=2[F:22])=[C:10]([C:23]2[S:42][C:27]([C:28]([CH3:31])([CH3:30])[CH3:29])=[N:26][N:25]=2)[CH:9]=1)(=[O:6])[C:2]([CH3:5])([CH3:4])[CH3:3], predict the reactants needed to synthesize it. The reactants are: [C:1]([O:7][C:8]1[CH:13]=[CH:12][C:11]([C:14]2[CH:19]=[C:18]([O:20][CH3:21])[CH:17]=[CH:16][C:15]=2[F:22])=[C:10]([C:23]([NH:25][NH:26][C:27](=O)[C:28]([CH3:31])([CH3:30])[CH3:29])=O)[CH:9]=1)(=[O:6])[C:2]([CH3:5])([CH3:4])[CH3:3].COC1C=CC(P2(SP(C3C=CC(OC)=CC=3)(=S)S2)=[S:42])=CC=1.